Task: Predict the product of the given reaction.. Dataset: Forward reaction prediction with 1.9M reactions from USPTO patents (1976-2016) (1) Given the reactants [NH2:1][N:2]1[C:7](=[O:8])[C:6]([C:9]2[NH:14][C:13]3[CH:15]=[CH:16][CH:17]=[CH:18][C:12]=3[S:11](=[O:20])(=[O:19])[N:10]=2)=[C:5]([OH:21])[C:4]2[S:22][CH:23]=[CH:24][C:3]1=2.[CH3:25][C:26]([CH3:30])=[CH:27][CH:28]=O, predict the reaction product. The product is: [O:19]=[S:11]1(=[O:20])[C:12]2[CH:18]=[CH:17][CH:16]=[CH:15][C:13]=2[NH:14][C:9]([C:6]2[C:7](=[O:8])[N:2]([N:1]=[CH:28][CH:27]=[C:26]([CH3:30])[CH3:25])[C:3]3[CH:24]=[CH:23][S:22][C:4]=3[C:5]=2[OH:21])=[N:10]1. (2) Given the reactants [CH3:1][C:2]1[C:3]([CH3:21])=[CH:4][C:5]2[N:14]([CH2:15][CH:16]=O)[C:13]3[C:8]([C:9](=[O:19])[NH:10][C:11](=[O:18])[N:12]=3)=[N:7][C:6]=2[CH:20]=1.[NH2:22][CH2:23][CH2:24][CH2:25][CH2:26][C@H:27]([NH:31][C:32]([O:34][C:35]([CH3:38])([CH3:37])[CH3:36])=[O:33])[C:28]([OH:30])=[O:29].[BH3-]C#N.[Na+].CC(O)=O, predict the reaction product. The product is: [C:35]([O:34][C:32]([NH:31][C@@H:27]([CH2:26][CH2:25][CH2:24][CH2:23][NH:22][CH2:16][CH2:15][N:14]1[C:13]2[C:8]([C:9](=[O:19])[NH:10][C:11](=[O:18])[N:12]=2)=[N:7][C:6]2[CH:20]=[C:2]([CH3:1])[C:3]([CH3:21])=[CH:4][C:5]1=2)[C:28]([OH:30])=[O:29])=[O:33])([CH3:38])([CH3:37])[CH3:36]. (3) Given the reactants [CH3:1][C:2]1[S:6][C:5]([N:7]2[CH2:12][CH2:11][O:10][CH2:9][CH2:8]2)=[N:4][C:3]=1[CH2:13]P(=O)(OCC)OCC.[H-].[Na+].[CH3:24][O:25][CH2:26][O:27][C:28]1[C:32]([CH:33]=O)=[CH:31][N:30]([C:35]2[CH:40]=[CH:39][CH:38]=[CH:37][CH:36]=2)[N:29]=1.O, predict the reaction product. The product is: [CH3:24][O:25][CH2:26][O:27][C:28]1[C:32](/[CH:33]=[CH:13]/[C:3]2[N:4]=[C:5]([N:7]3[CH2:8][CH2:9][O:10][CH2:11][CH2:12]3)[S:6][C:2]=2[CH3:1])=[CH:31][N:30]([C:35]2[CH:40]=[CH:39][CH:38]=[CH:37][CH:36]=2)[N:29]=1. (4) The product is: [CH:1]([N:4]1[C:12]2[CH:11]=[C:10]([NH:13][C:14]3[CH:19]=[CH:18][N:17]=[C:16]([N:20]4[CH:24]=[C:23]([S:25]([CH3:26])=[O:29])[N:22]=[CH:21]4)[N:15]=3)[N:9]=[CH:8][C:7]=2[N:6]=[C:5]1[CH3:27])([CH3:3])[CH3:2]. Given the reactants [CH:1]([N:4]1[C:12]2[CH:11]=[C:10]([NH:13][C:14]3[CH:19]=[CH:18][N:17]=[C:16]([N:20]4[CH:24]=[C:23]([S:25][CH3:26])[N:22]=[CH:21]4)[N:15]=3)[N:9]=[CH:8][C:7]=2[N:6]=[C:5]1[CH3:27])([CH3:3])[CH3:2].C(O)(C(F)(F)F)=[O:29].ClC1C=CC=C(C(OO)=O)C=1, predict the reaction product. (5) The product is: [NH2:12][C:10]1[CH:9]=[C:6]([CH:5]=[C:4]([N+:1]([O-:3])=[O:2])[CH:11]=1)[CH2:7][OH:8]. Given the reactants [N+:1]([C:4]1[CH:5]=[C:6]([CH:9]=[C:10]([N+:12]([O-])=O)[CH:11]=1)[CH2:7][OH:8])([O-:3])=[O:2].[NH4+]=S, predict the reaction product. (6) The product is: [CH:1]1[C:10]2[C:5](=[CH:6][CH:7]=[CH:8][CH:9]=2)[CH:4]=[CH:3][C:2]=1[CH2:11][CH2:12][NH2:13]. Given the reactants [CH:1]1[C:10]2[C:5](=[CH:6][CH:7]=[CH:8][CH:9]=2)[CH:4]=[CH:3][C:2]=1[CH2:11][C:12]#[N:13].B.C1COCC1.Cl.C(O)(=O)C(O)=O, predict the reaction product. (7) Given the reactants [NH2:1][C:2]1[CH:18]=[CH:17][CH:16]=[CH:15][C:3]=1[O:4][C:5]1[CH:6]=[C:7](C#N)[C:8](=[CH:11][CH:12]=1)[C:9]#[N:10].S(=O)(=O)(O)[OH:20].[C:24](=[O:27])([O-])O.[Na+], predict the reaction product. The product is: [NH2:1][C:2]1[CH:18]=[CH:17][CH:16]=[CH:15][C:3]=1[O:4][C:5]1[CH:6]=[C:7]2[C:8](=[CH:11][CH:12]=1)[C:9](=[O:20])[NH:10][C:24]2=[O:27]. (8) Given the reactants [O:1]=[O+][O-].[CH3:4][CH:5]([CH2:11][CH:12]=C)[C:6]([O:8][CH2:9][CH3:10])=[O:7].C1(P(C2C=CC=CC=2)C2C=CC=CC=2)C=CC=CC=1, predict the reaction product. The product is: [CH3:4][CH:5]([CH2:11][CH:12]=[O:1])[C:6]([O:8][CH2:9][CH3:10])=[O:7].